Dataset: Forward reaction prediction with 1.9M reactions from USPTO patents (1976-2016). Task: Predict the product of the given reaction. The product is: [CH2:8]([NH:10][C:11](=[O:12])[O-:13])[CH3:9].[OH:15][C:16]1[CH:17]=[CH:18][C:19]2[CH:20]([CH3:28])[CH:21]3[CH2:25][NH:24][CH2:23][CH:22]3[C:26]=2[CH:27]=1. Given the reactants B(Br)(Br)Br.C(Cl)Cl.[CH2:8]([NH:10][C:11](=[O:13])[O-:12])[CH3:9].C[O:15][C:16]1[CH:17]=[CH:18][C:19]2[CH:20]([CH3:28])[CH:21]3[CH2:25][NH:24][CH2:23][CH:22]3[C:26]=2[CH:27]=1, predict the reaction product.